Predict the reactants needed to synthesize the given product. From a dataset of Full USPTO retrosynthesis dataset with 1.9M reactions from patents (1976-2016). (1) Given the product [OH:6][C@H:5]([CH2:4][OH:3])[CH2:7][CH2:8][NH:9][C:10]([CH:12]1[CH:16]([C:17]2[CH:22]=[CH:21][CH:20]=[C:19]([Cl:23])[C:18]=2[F:24])[C:15]([C:27]2[CH:32]=[CH:31][C:30]([Cl:33])=[CH:29][C:28]=2[F:34])([C:25]#[N:26])[CH:14]([CH2:35][C:36]([CH3:42])([CH3:43])[CH2:37][CH2:38][N:39]=[N+:40]=[N-:41])[NH:13]1)=[O:11], predict the reactants needed to synthesize it. The reactants are: CC1(C)[O:6][C@@H:5]([CH2:7][CH2:8][NH:9][C:10]([CH:12]2[CH:16]([C:17]3[CH:22]=[CH:21][CH:20]=[C:19]([Cl:23])[C:18]=3[F:24])[C:15]([C:27]3[CH:32]=[CH:31][C:30]([Cl:33])=[CH:29][C:28]=3[F:34])([C:25]#[N:26])[CH:14]([CH2:35][C:36]([CH3:43])([CH3:42])[CH2:37][CH2:38][N:39]=[N+:40]=[N-:41])[NH:13]2)=[O:11])[CH2:4][O:3]1.Cl. (2) Given the product [F:8][C:6]1[CH:5]=[CH:4][N:3]=[C:2]([O:9][CH2:10][C:11]2[CH:18]=[CH:17][C:14]([C:15]#[N:16])=[CH:13][CH:12]=2)[CH:7]=1, predict the reactants needed to synthesize it. The reactants are: Cl[C:2]1[CH:7]=[C:6]([F:8])[CH:5]=[CH:4][N:3]=1.[OH:9][CH2:10][C:11]1[CH:18]=[CH:17][C:14]([C:15]#[N:16])=[CH:13][CH:12]=1.[H-].[Na+].